This data is from Forward reaction prediction with 1.9M reactions from USPTO patents (1976-2016). The task is: Predict the product of the given reaction. (1) Given the reactants Cl.[Br:2][C:3]1[CH:8]=[CH:7][C:6]([NH:9]N)=[CH:5][CH:4]=1.[C:11]1(=O)[CH2:16][CH2:15][CH2:14][CH2:13][C:12]1=[O:17].Cl, predict the reaction product. The product is: [Br:2][C:3]1[CH:8]=[C:7]2[C:6](=[CH:5][CH:4]=1)[NH:9][C:11]1[C:12](=[O:17])[CH2:13][CH2:14][CH2:15][C:16]2=1. (2) Given the reactants [Si]([O:8][C:9]1[CH:10]=[C:11]2[C:15](=[CH:16][CH:17]=1)[N:14]([CH2:18][C:19]([O:21][C:22]([CH3:25])([CH3:24])[CH3:23])=[O:20])[N:13]=[C:12]2[I:26])(C(C)(C)C)(C)C.CCCC[N+](CCCC)(CCCC)CCCC.[F-], predict the reaction product. The product is: [OH:8][C:9]1[CH:10]=[C:11]2[C:15](=[CH:16][CH:17]=1)[N:14]([CH2:18][C:19]([O:21][C:22]([CH3:24])([CH3:23])[CH3:25])=[O:20])[N:13]=[C:12]2[I:26].